From a dataset of Reaction yield outcomes from USPTO patents with 853,638 reactions. Predict the reaction yield, written as a fraction of the theoretical maximum amount of product (1.0 means a 100% yield; for example, 0.34 means a 34% yield). (1) The reactants are [C:1]([NH:4][C:5]1[CH:13]=[CH:12][C:8]([C:9]([OH:11])=O)=[CH:7][CH:6]=1)(=[O:3])[CH3:2].[CH3:14][C:15]1[N:16]=[C:17]([NH2:26])[S:18][C:19]=1[CH2:20][CH2:21][O:22][N+:23]([O-:25])=[O:24]. No catalyst specified. The product is [C:1]([NH:4][C:5]1[CH:6]=[CH:7][C:8]([C:9]([NH:26][C:17]2[S:18][C:19]([CH2:20][CH2:21][O:22][N+:23]([O-:25])=[O:24])=[C:15]([CH3:14])[N:16]=2)=[O:11])=[CH:12][CH:13]=1)(=[O:3])[CH3:2]. The yield is 0.440. (2) The reactants are [N+](=[CH:3][Si](C)(C)C)=[N-].[F:8][C:9]1[CH:10]=[C:11]([NH:20][C:21]([C@@H:23]2[N:32]([C:33]([C@@H:35]3[CH2:38][C@H:37]([CH2:39][C:40]([OH:42])=[O:41])[CH2:36]3)=[O:34])[CH2:31][CH2:30][C:29]3[N:28]=[C:27]([O:43][CH3:44])[CH:26]=[CH:25][C:24]2=3)=[O:22])[CH:12]=[C:13]2[C:17]=1[C:16]([CH3:19])([CH3:18])[CH2:15][CH2:14]2.O.C(OCC)(=O)C. The catalyst is C1COCC1.CO. The product is [F:8][C:9]1[CH:10]=[C:11]([NH:20][C:21]([C@@H:23]2[N:32]([C:33]([C@@H:35]3[CH2:38][C@H:37]([CH2:39][C:40]([O:42][CH3:3])=[O:41])[CH2:36]3)=[O:34])[CH2:31][CH2:30][C:29]3[N:28]=[C:27]([O:43][CH3:44])[CH:26]=[CH:25][C:24]2=3)=[O:22])[CH:12]=[C:13]2[C:17]=1[C:16]([CH3:19])([CH3:18])[CH2:15][CH2:14]2. The yield is 0.810. (3) The product is [OH:8][C:9]1[CH:10]=[C:11]([CH:47]=[CH:48][C:49]=1[OH:50])[CH2:12][N:13]1[CH2:33][C@@H:32]2[C:15]3([C:19](=[O:20])[N:18]([CH2:21][CH2:22][N:23]4[CH2:24][CH2:25][O:26][CH2:27][CH2:28]4)[C:17](=[O:29])[N:16]3[C@H:30]([C:34]3[C:43]4[C:38](=[CH:39][CH:40]=[CH:41][CH:42]=4)[C:37]([N:44]([CH3:45])[CH3:46])=[CH:36][CH:35]=3)[CH2:31]2)[CH2:14]1. The yield is 0.360. The reactants are C([O:8][C:9]1[CH:10]=[C:11]([CH:47]=[CH:48][C:49]=1[O:50]CC1C=CC=CC=1)[CH2:12][N:13]1[CH2:33][C@@H:32]2[C:15]3([C:19](=[O:20])[N:18]([CH2:21][CH2:22][N:23]4[CH2:28][CH2:27][O:26][CH2:25][CH2:24]4)[C:17](=[O:29])[N:16]3[C@H:30]([C:34]3[C:43]4[C:38](=[CH:39][CH:40]=[CH:41][CH:42]=4)[C:37]([N:44]([CH3:46])[CH3:45])=[CH:36][CH:35]=3)[CH2:31]2)[CH2:14]1)C1C=CC=CC=1. The catalyst is C1COCC1. (4) The reactants are [Cl:1][C:2]1[CH:3]=[CH:4][C:5]([I:18])=[C:6]([C:8]([C:10]2[C:15](F)=[CH:14][CH:13]=[CH:12][C:11]=2[F:17])=[O:9])[CH:7]=1.C[C:20]([O:23]C)(C)C.C[O-].[Na+].CO. The catalyst is C(O)C(C)C.O. The product is [Cl:1][C:2]1[CH:3]=[CH:4][C:5]([I:18])=[C:6]([C:8]([C:10]2[C:15]([O:23][CH3:20])=[CH:14][CH:13]=[CH:12][C:11]=2[F:17])=[O:9])[CH:7]=1. The yield is 0.660. (5) The reactants are C(OC([N:8]1[CH2:13][CH2:12][O:11][CH2:10][C@@H:9]1[CH2:14][O:15][C:16](=[O:45])[NH:17][C:18]1[C:19]([CH3:44])=[C:20]2[N:25]([CH:26]=1)[N:24]=[CH:23][N:22]=[C:21]2[NH:27][C:28]1[CH:33]=[CH:32][C:31]([O:34][CH2:35][C:36]2[CH:41]=[CH:40][CH:39]=[C:38]([F:42])[CH:37]=2)=[C:30]([Cl:43])[CH:29]=1)=O)(C)(C)C. The catalyst is C(O)(C(F)(F)F)=O. The product is [NH:8]1[CH2:13][CH2:12][O:11][CH2:10][C@@H:9]1[CH2:14][O:15][C:16](=[O:45])[NH:17][C:18]1[C:19]([CH3:44])=[C:20]2[N:25]([CH:26]=1)[N:24]=[CH:23][N:22]=[C:21]2[NH:27][C:28]1[CH:33]=[CH:32][C:31]([O:34][CH2:35][C:36]2[CH:41]=[CH:40][CH:39]=[C:38]([F:42])[CH:37]=2)=[C:30]([Cl:43])[CH:29]=1. The yield is 0.530.